Dataset: Peptide-MHC class I binding affinity with 185,985 pairs from IEDB/IMGT. Task: Regression. Given a peptide amino acid sequence and an MHC pseudo amino acid sequence, predict their binding affinity value. This is MHC class I binding data. (1) The peptide sequence is EQFENKTIV. The MHC is H-2-Kb with pseudo-sequence H-2-Kb. The binding affinity (normalized) is 0. (2) The peptide sequence is FISSFLLPLT. The MHC is HLA-A68:02 with pseudo-sequence HLA-A68:02. The binding affinity (normalized) is 0.363. (3) The peptide sequence is FKRKGGIGGY. The binding affinity (normalized) is 0. The MHC is HLA-A68:02 with pseudo-sequence HLA-A68:02. (4) The peptide sequence is HRTLLMNEL. The MHC is HLA-C07:01 with pseudo-sequence HLA-C07:01. The binding affinity (normalized) is 0.0847.